From a dataset of Full USPTO retrosynthesis dataset with 1.9M reactions from patents (1976-2016). Predict the reactants needed to synthesize the given product. Given the product [CH2:21]([C@H:8]([NH:7][C:6]([C@@H:61]([NH:60][C:58]([C@@H:57]([NH:56][C:54]([CH:46]1[CH2:45][C:53]2[C:48](=[CH:49][CH:50]=[CH:51][CH:52]=2)[CH2:47]1)=[O:55])[CH3:75])=[O:59])[CH2:65][C:66]1[C:74]2[C:69](=[CH:70][CH:71]=[CH:72][CH:73]=2)[NH:68][CH:67]=1)=[O:28])[CH:9]([C:11](=[O:20])[NH:12][CH2:13][C:14]1[CH:15]=[CH:16][CH:17]=[CH:18][CH:19]=1)[OH:10])[C:22]1[CH:23]=[CH:24][CH:25]=[CH:26][CH:27]=1, predict the reactants needed to synthesize it. The reactants are: C(O[C:6](=[O:28])[NH:7][C@@H:8]([CH2:21][C:22]1[CH:27]=[CH:26][CH:25]=[CH:24][CH:23]=1)[CH:9]([C:11](=[O:20])[NH:12][CH2:13][C:14]1[CH:19]=[CH:18][CH:17]=[CH:16][CH:15]=1)[OH:10])(C)(C)C.FC(F)(F)C(O)=O.C(N(CC)C(C)C)(C)C.[CH2:45]1[C:53]2[C:48](=[CH:49][CH:50]=[CH:51][CH:52]=2)[CH2:47][CH:46]1[C:54]([NH:56][C@@H:57]([CH3:75])[C:58]([NH:60][C@@H:61]([CH2:65][C:66]1[C:74]2[C:69](=[CH:70][CH:71]=[CH:72][CH:73]=2)[NH:68][CH:67]=1)C(O)=O)=[O:59])=[O:55].CN(C(ON1N=NC2C=CC=NC1=2)=[N+](C)C)C.F[P-](F)(F)(F)(F)F.